This data is from Forward reaction prediction with 1.9M reactions from USPTO patents (1976-2016). The task is: Predict the product of the given reaction. (1) Given the reactants [OH:1][N:2]=[C:3]([C:5]1[CH:13]=[CH:12][C:11]2[NH:10][C:9]3[CH:14]([CH2:17][C:18]([O:20][CH2:21][CH3:22])=[O:19])[CH2:15][CH2:16][C:8]=3[C:7]=2[CH:6]=1)[NH2:4].[CH3:23][S:24]([C:27]1[CH:28]=[C:29]([CH:33]=[C:34]([S:36]([CH3:39])(=[O:38])=[O:37])[CH:35]=1)[C:30](Cl)=O)(=[O:26])=[O:25], predict the reaction product. The product is: [CH3:39][S:36]([C:34]1[CH:33]=[C:29]([C:30]2[O:1][N:2]=[C:3]([C:5]3[CH:13]=[CH:12][C:11]4[NH:10][C:9]5[CH:14]([CH2:17][C:18]([O:20][CH2:21][CH3:22])=[O:19])[CH2:15][CH2:16][C:8]=5[C:7]=4[CH:6]=3)[N:4]=2)[CH:28]=[C:27]([S:24]([CH3:23])(=[O:26])=[O:25])[CH:35]=1)(=[O:38])=[O:37]. (2) Given the reactants [CH3:1][CH:2]1[CH2:6][CH2:5][CH2:4][N:3]1[CH2:7][CH2:8][CH2:9][O:10][C:11]1[CH:16]=[CH:15][C:14]([N:17]2[CH:21]=[C:20]([NH:22][C:23](=[O:29])[CH2:24][CH2:25][C:26]([OH:28])=O)[CH:19]=[N:18]2)=[CH:13][CH:12]=1, predict the reaction product. The product is: [CH3:1][CH:2]1[CH2:6][CH2:5][CH2:4][N:3]1[CH2:7][CH2:8][CH2:9][O:10][C:11]1[CH:16]=[CH:15][C:14]([N:17]2[CH:21]=[C:20]([N:22]3[C:26](=[O:28])[CH2:25][CH2:24][C:23]3=[O:29])[CH:19]=[N:18]2)=[CH:13][CH:12]=1. (3) Given the reactants ClC1C=CC(/C=C/C(O)=O)=C(C[N:14]2[N:18]=[N:17][C:16]([CH3:19])=[N:15]2)C=1.[Br:20][C:21]1[CH:26]=[C:25]([Cl:27])[CH:24]=[CH:23][C:22]=1[CH2:28]Br.CC1NN=NN=1, predict the reaction product. The product is: [Br:20][C:21]1[CH:26]=[C:25]([Cl:27])[CH:24]=[CH:23][C:22]=1[CH2:28][N:14]1[N:18]=[N:17][C:16]([CH3:19])=[N:15]1.